From a dataset of Forward reaction prediction with 1.9M reactions from USPTO patents (1976-2016). Predict the product of the given reaction. (1) The product is: [CH:4]1([NH:5][C:6](=[O:22])[C:7]2[CH:12]=[CH:11][C:10]([CH3:40])=[C:9]([C:24]3[CH:39]=[CH:38][C:27]4[C:28]([CH2:31][C:32]([NH:34][CH2:35][CH2:36][OH:37])=[O:33])=[N:29][O:30][C:26]=4[CH:25]=3)[CH:8]=2)[CH2:1][CH2:3]1. Given the reactants [CH:1]1([CH2:4][NH:5][C:6](=[O:22])[C:7]2[CH:12]=[CH:11][CH:10]=[C:9](B3OC(C)(C)C(C)(C)O3)[CH:8]=2)[CH2:3]C1.Br[C:24]1[CH:39]=[CH:38][C:27]2[C:28]([CH2:31][C:32]([NH:34][CH2:35][CH2:36][OH:37])=[O:33])=[N:29][O:30][C:26]=2[CH:25]=1.[C:40](=O)([O-])[O-].[Na+].[Na+], predict the reaction product. (2) Given the reactants [I-].[CH3:2][O:3][CH2:4][CH2:5][O:6][CH2:7][CH2:8][O:9][C:10]1[C:15]([CH3:16])=[CH:14][C:13]([S+:17]2[C:21]3[CH:22]=[CH:23][CH:24]=[CH:25][C:20]=3[C:19]3[CH:26]=[CH:27][CH:28]=[CH:29][C:18]2=3)=[CH:12][C:11]=1[CH3:30].[F:31][C:32]([F:44])([S:40]([O-:43])(=[O:42])=[O:41])[CH2:33][O:34][C:35](=[O:39])[C:36]([CH3:38])=[CH2:37].C([NH+](CC)CC)C.O, predict the reaction product. The product is: [F:44][C:32]([F:31])([S:40]([O-:43])(=[O:42])=[O:41])[CH2:33][O:34][C:35](=[O:39])[C:36]([CH3:38])=[CH2:37].[CH3:2][O:3][CH2:4][CH2:5][O:6][CH2:7][CH2:8][O:9][C:10]1[C:11]([CH3:30])=[CH:12][C:13]([S+:17]2[C:18]3[CH:29]=[CH:28][CH:27]=[CH:26][C:19]=3[C:20]3[CH:25]=[CH:24][CH:23]=[CH:22][C:21]2=3)=[CH:14][C:15]=1[CH3:16]. (3) Given the reactants [CH2:1]([N:3]([CH2:20][CH3:21])[CH2:4][C:5]1[CH:10]=[C:9]([C:11]2[CH:16]=[CH:15][N:14]3[CH:17]=[CH:18][N:19]=[C:13]3[CH:12]=2)[CH:8]=[CH:7][N:6]=1)[CH3:2].Br[C:23]1[CH:28]=[CH:27][C:26]([NH2:29])=[C:25]([F:30])[CH:24]=1.C([O-])(=O)C.[K+], predict the reaction product. The product is: [CH2:20]([N:3]([CH2:4][C:5]1[CH:10]=[C:9]([C:11]2[CH:16]=[CH:15][N:14]3[C:17]([C:23]4[CH:28]=[CH:27][C:26]([NH2:29])=[C:25]([F:30])[CH:24]=4)=[CH:18][N:19]=[C:13]3[CH:12]=2)[CH:8]=[CH:7][N:6]=1)[CH2:1][CH3:2])[CH3:21].